This data is from Forward reaction prediction with 1.9M reactions from USPTO patents (1976-2016). The task is: Predict the product of the given reaction. (1) Given the reactants [CH:1]1[C:10]2[C:5](=[CH:6][CH:7]=[CH:8][CH:9]=2)[CH:4]=[CH:3][C:2]=1[CH:11]=O.[O:13]=[C:14]([CH:16](P(=O)(OCC)OCC)[CH2:17][CH2:18][CH2:19][CH2:20][CH3:21])[CH3:15], predict the reaction product. The product is: [CH:1]1[C:10]2[C:5](=[CH:6][CH:7]=[CH:8][CH:9]=2)[CH:4]=[CH:3][C:2]=1/[CH:11]=[C:16](\[CH2:17][CH2:18][CH2:19][CH2:20][CH3:21])/[C:14](=[O:13])[CH3:15]. (2) Given the reactants [NH2:1][C:2](=[O:36])[CH:3]([CH3:35])[O:4][C:5]1[CH:6]=[C:7]2[C:12](=[CH:13][CH:14]=1)[N:11]=[C:10]([CH2:15][CH:16]([CH3:18])[CH3:17])[C:9]([CH2:19][NH:20]C(=O)OC(C)(C)C)=[C:8]2[C:28]1[CH:33]=[CH:32][CH:31]=[CH:30][C:29]=1[F:34].Cl, predict the reaction product. The product is: [NH2:20][CH2:19][C:9]1[C:10]([CH2:15][CH:16]([CH3:18])[CH3:17])=[N:11][C:12]2[C:7]([C:8]=1[C:28]1[CH:33]=[CH:32][CH:31]=[CH:30][C:29]=1[F:34])=[CH:6][C:5]([O:4][CH:3]([CH3:35])[C:2]([NH2:1])=[O:36])=[CH:14][CH:13]=2. (3) Given the reactants [F:1][C:2]1[CH:7]=[CH:6][C:5]([C:8]2[N:9]=[C:10]3[C:15]([CH3:16])=[C:14]([CH3:17])[C:13]([N:18]4[CH2:23][CH2:22][NH:21][CH2:20][CH2:19]4)=[N:12][N:11]3[CH:24]=2)=[CH:4][CH:3]=1.[I:25]Cl.S([O-])([O-])(=O)=S.[Na+].[Na+].C(=O)([O-])O.[Na+], predict the reaction product. The product is: [F:1][C:2]1[CH:3]=[CH:4][C:5]([C:8]2[N:9]=[C:10]3[C:15]([CH3:16])=[C:14]([CH3:17])[C:13]([N:18]4[CH2:19][CH2:20][NH:21][CH2:22][CH2:23]4)=[N:12][N:11]3[C:24]=2[I:25])=[CH:6][CH:7]=1. (4) Given the reactants [CH3:1][O:2][CH2:3][CH2:4][O:5][C:6]1[C:7]([CH3:26])=[C:8]([C:16]([C:18]2[CH:19]=[N:20][N:21]([CH2:24][CH3:25])[C:22]=2[OH:23])=[O:17])[CH:9]=[CH:10][C:11]=1[S:12]([CH3:15])(=[O:14])=[O:13].C(N(CC)CC)C.[CH3:34][CH2:35][S:36][C:37](Cl)=[O:38].C(OCC)(=O)C, predict the reaction product. The product is: [CH3:1][O:2][CH2:3][CH2:4][O:5][C:6]1[C:7]([CH3:26])=[C:8]([C:16]([C:18]2[CH:19]=[N:20][N:21]([CH2:24][CH3:25])[C:22]=2[O:23][C:37]([S:36][CH2:35][CH3:34])=[O:38])=[O:17])[CH:9]=[CH:10][C:11]=1[S:12]([CH3:15])(=[O:14])=[O:13]. (5) Given the reactants [F:1][C:2]([F:36])([F:35])[C:3]1[CH:4]=[C:5]([C:13]([CH3:34])([CH3:33])[C:14]([NH:16][C:17]2[CH:22]=[C:21]([N+:23]([O-:25])=[O:24])[CH:20]=[CH:19][C:18]=2[C:26]2[CH:31]=[CH:30][CH:29]=[CH:28][C:27]=2[CH3:32])=[O:15])[CH:6]=[C:7]([C:9]([F:12])([F:11])[F:10])[CH:8]=1.[CH3:37][Si](C)(C)[N-][Si](C)(C)C.[K+].CI.C(OCC)(=O)C, predict the reaction product. The product is: [F:1][C:2]([F:35])([F:36])[C:3]1[CH:4]=[C:5]([C:13]([CH3:34])([CH3:33])[C:14]([N:16]([CH3:37])[C:17]2[CH:22]=[C:21]([N+:23]([O-:25])=[O:24])[CH:20]=[CH:19][C:18]=2[C:26]2[CH:31]=[CH:30][CH:29]=[CH:28][C:27]=2[CH3:32])=[O:15])[CH:6]=[C:7]([C:9]([F:11])([F:10])[F:12])[CH:8]=1. (6) Given the reactants [Cl:1][C:2]1[CH:9]=[CH:8][C:5]([CH:6]=[O:7])=[C:4]([CH3:10])[N:3]=1.[CH3:11][Mg]Br, predict the reaction product. The product is: [Cl:1][C:2]1[N:3]=[C:4]([CH3:10])[C:5]([CH:6]([OH:7])[CH3:11])=[CH:8][CH:9]=1. (7) Given the reactants [F:1][C:2]([F:35])([F:34])[C:3]1[CH:4]=[C:5]([CH:27]=[C:28]([C:30]([F:33])([F:32])[F:31])[CH:29]=1)[C:6]([N:8]1[CH2:26][CH2:25][C:11]2([N:15]([C:16]3[CH:21]=[CH:20][CH:19]=[CH:18][C:17]=3[CH3:22])[CH:14]([CH3:23])[NH:13][C:12]2=[O:24])[CH2:10][CH2:9]1)=[O:7].Cl[CH2:37][CH2:38][N:39]1[CH2:44][CH2:43][NH:42][CH2:41][CH2:40]1, predict the reaction product. The product is: [F:35][C:2]([F:1])([F:34])[C:3]1[CH:4]=[C:5]([CH:27]=[C:28]([C:30]([F:33])([F:32])[F:31])[CH:29]=1)[C:6]([N:8]1[CH2:9][CH2:10][C:11]2([N:15]([C:16]3[CH:21]=[CH:20][CH:19]=[CH:18][C:17]=3[CH3:22])[CH:14]([CH3:23])[N:13]([CH2:37][CH2:38][N:39]3[CH2:44][CH2:43][NH:42][CH2:41][CH2:40]3)[C:12]2=[O:24])[CH2:25][CH2:26]1)=[O:7].